From a dataset of Catalyst prediction with 721,799 reactions and 888 catalyst types from USPTO. Predict which catalyst facilitates the given reaction. (1) Reactant: C(O)(C(F)(F)F)=O.[C:8]1([C:49]2[CH:54]=[CH:53][CH:52]=[CH:51][CH:50]=2)[CH:13]=[CH:12][C:11]([C:14]2[N:19]=[C:18]3[N:20]=[C:21]([NH:31][CH:32]4[CH2:36][O:35][C@@H:34]5[C@H:37]([O:40][Si](C(C)(C)C)(C)C)[CH2:38][O:39][C@H:33]45)[N:22](COCC[Si](C)(C)C)[C:17]3=[CH:16][C:15]=2[Cl:48])=[CH:10][CH:9]=1. Product: [C:8]1([C:49]2[CH:54]=[CH:53][CH:52]=[CH:51][CH:50]=2)[CH:13]=[CH:12][C:11]([C:14]2[N:19]=[C:18]3[N:20]=[C:21]([NH:31][CH:32]4[C@H:33]5[O:39][CH2:38][C@@H:37]([OH:40])[C@H:34]5[O:35][CH2:36]4)[NH:22][C:17]3=[CH:16][C:15]=2[Cl:48])=[CH:10][CH:9]=1. The catalyst class is: 2. (2) The catalyst class is: 93. Product: [Br:1][C:2]1[CH:9]=[CH:8][C:5]([CH:6]=[O:21])=[C:4]([Cl:10])[CH:3]=1. Reactant: [Br:1][C:2]1[CH:9]=[CH:8][C:5]([C:6]#N)=[C:4]([Cl:10])[CH:3]=1.CC(C[AlH]CC(C)C)C.C[OH:21].Cl. (3) Reactant: C(OC([N:11]1[CH2:16][CH2:15][N:14]2[C:17]([C:20](=[O:43])[N:21]([C@@H:33]([C:40](=[O:42])[NH2:41])[C:34]3[CH:39]=[CH:38][CH:37]=[CH:36][CH:35]=3)[C@H:22]3[C:30]4[C:25](=[C:26]([F:32])[CH:27]=[C:28]([Cl:31])[CH:29]=4)[CH2:24][CH2:23]3)=[CH:18][N:19]=[C:13]2[CH2:12]1)=O)C1C=CC=CC=1. Product: [C:40]([C@@H:33]([C:34]1[CH:35]=[CH:36][CH:37]=[CH:38][CH:39]=1)[N:21]([C@H:22]1[C:30]2[C:25](=[C:26]([F:32])[CH:27]=[C:28]([Cl:31])[CH:29]=2)[CH2:24][CH2:23]1)[C:20]([C:17]1[N:14]2[CH2:15][CH2:16][NH:11][CH2:12][C:13]2=[N:19][CH:18]=1)=[O:43])(=[O:42])[NH2:41]. The catalyst class is: 457. (4) Reactant: CO.C(OC(=O)[N:9]([CH2:31][C:32]1[CH:41]=[CH:40][C:35]2[O:36][CH2:37][CH2:38][O:39][C:34]=2[CH:33]=1)[CH:10]1[CH2:15][CH2:14][N:13]([CH2:16][CH2:17][N:18]2[C:27]3[C:22](=[CH:23][CH:24]=[C:25]([O:28][CH3:29])[CH:26]=3)[N:21]=[CH:20][C:19]2=[O:30])[CH2:12][CH2:11]1)(C)(C)C.[ClH:43].C(OCC)(=O)C. Product: [ClH:43].[O:36]1[C:35]2[CH:40]=[CH:41][C:32]([CH2:31][NH:9][CH:10]3[CH2:11][CH2:12][N:13]([CH2:16][CH2:17][N:18]4[C:27]5[C:22](=[CH:23][CH:24]=[C:25]([O:28][CH3:29])[CH:26]=5)[N:21]=[CH:20][C:19]4=[O:30])[CH2:14][CH2:15]3)=[CH:33][C:34]=2[O:39][CH2:38][CH2:37]1. The catalyst class is: 13. (5) Reactant: NC1C(OC)=CC2C(=O)N(C)CCCC=2C=1.[NH2:17][C:18]1[C:23]2[C:24](=[O:30])[N:25]([CH3:29])[CH2:26][CH2:27][CH2:28][C:22]=2[CH:21]=[CH:20][C:19]=1[O:31][CH3:32].Cl.COCCO.Cl[C:40]1[N:45]=[C:44]([NH:46][C:47]2[CH:56]=[CH:55][CH:54]=[CH:53][C:48]=2[C:49]([NH:51][CH3:52])=[O:50])[C:43]([Cl:57])=[CH:42][N:41]=1. Product: [Cl:57][C:43]1[C:44]([NH:46][C:47]2[CH:56]=[CH:55][CH:54]=[CH:53][C:48]=2[C:49]([NH:51][CH3:52])=[O:50])=[N:45][C:40]([NH:17][C:18]2[C:23]3[C:24](=[O:30])[N:25]([CH3:29])[CH2:26][CH2:27][CH2:28][C:22]=3[CH:21]=[CH:20][C:19]=2[O:31][CH3:32])=[N:41][CH:42]=1. The catalyst class is: 12. (6) Reactant: [CH2:1]([C:9]1[C:10]([C:22]([F:25])([F:24])[F:23])=[C:11]2[C:15]3=[C:16]([CH2:18][NH:19][CH2:20][CH2:21][N:14]3[CH:13]=[CH:12]2)[CH:17]=1)[CH2:2][C:3]1[CH:8]=[CH:7][CH:6]=[CH:5][CH:4]=1.Cl.[CH3:27][N:28]([CH3:33])[CH2:29][C:30](O)=[O:31].C(N(CC)CC)C.F[P-](F)(F)(F)(F)F.N1(OC(N(C)C)=[N+](C)C)C2N=CC=CC=2N=N1. Product: [CH3:27][N:28]([CH3:33])[CH2:29][C:30]([CH:20]1[NH:19][CH2:18][C:16]2=[C:15]3[C:11](=[C:10]([C:22]([F:25])([F:24])[F:23])[C:9]([CH2:1][CH2:2][C:3]4[CH:4]=[CH:5][CH:6]=[CH:7][CH:8]=4)=[CH:17]2)[CH:12]=[CH:13][N:14]3[CH2:21]1)=[O:31]. The catalyst class is: 1. (7) Reactant: O=C1C2C(=CC=CC=2)C(=O)[N:3]1[CH2:12][CH2:13][N:14]1[CH2:19][CH2:18][N:17]([C:20]([O:22][C:23]([CH3:26])([CH3:25])[CH3:24])=[O:21])[CH2:16][CH2:15]1.O.NN. Product: [NH2:3][CH2:12][CH2:13][N:14]1[CH2:19][CH2:18][N:17]([C:20]([O:22][C:23]([CH3:26])([CH3:25])[CH3:24])=[O:21])[CH2:16][CH2:15]1. The catalyst class is: 8. (8) Reactant: CCN(C(C)C)C(C)C.[Br:10][C:11]1[CH:19]=[CH:18][C:17]([N+:20]([O-:22])=[O:21])=[CH:16][C:12]=1[C:13]([OH:15])=O.C1C=CC2N(O)N=NC=2C=1.CCN=C=NCCCN(C)C.[O:44]=[C:45]([N:62]1[CH2:67][CH2:66][NH:65][CH2:64][CH2:63]1)[CH2:46][NH:47][C:48]([C:50]1[CH:55]=[CH:54][C:53]([C:56]2[CH:61]=[CH:60][CH:59]=[CH:58][CH:57]=2)=[CH:52][CH:51]=1)=[O:49]. Product: [Br:10][C:11]1[CH:19]=[CH:18][C:17]([N+:20]([O-:22])=[O:21])=[CH:16][C:12]=1[C:13]([N:65]1[CH2:64][CH2:63][N:62]([C:45](=[O:44])[CH2:46][NH:47][C:48]([C:50]2[CH:55]=[CH:54][C:53]([C:56]3[CH:61]=[CH:60][CH:59]=[CH:58][CH:57]=3)=[CH:52][CH:51]=2)=[O:49])[CH2:67][CH2:66]1)=[O:15]. The catalyst class is: 18. (9) Reactant: [N+:1]([O-:4])(O)=[O:2].[Cl:5][C:6]1[CH:13]=[C:12]([F:14])[CH:11]=[CH:10][C:7]=1[C:8]#[N:9]. Product: [Cl:5][C:6]1[CH:13]=[C:12]([F:14])[C:11]([N+:1]([O-:4])=[O:2])=[CH:10][C:7]=1[C:8]#[N:9]. The catalyst class is: 82.